Dataset: Forward reaction prediction with 1.9M reactions from USPTO patents (1976-2016). Task: Predict the product of the given reaction. (1) Given the reactants Cl[CH2:2][C:3]1[CH:13]=[CH:12][C:6]2[O:7][C:8]([F:11])([F:10])[O:9][C:5]=2[CH:4]=1.[C-:14]#[N:15].[Na+], predict the reaction product. The product is: [F:10][C:8]1([F:11])[O:7][C:6]2[CH:12]=[CH:13][C:3]([CH2:2][C:14]#[N:15])=[CH:4][C:5]=2[O:9]1. (2) Given the reactants [OH-].[Na+].[F:3][C:4]([F:26])([F:25])[C:5]1[O:9][N:8]=[C:7]([C:10]2[CH:11]=[C:12]([CH:22]=[CH:23][CH:24]=2)[C:13]([NH:15][CH2:16][CH2:17][C:18]([O:20]C)=[O:19])=[O:14])[N:6]=1.Cl, predict the reaction product. The product is: [F:25][C:4]([F:3])([F:26])[C:5]1[O:9][N:8]=[C:7]([C:10]2[CH:11]=[C:12]([CH:22]=[CH:23][CH:24]=2)[C:13]([NH:15][CH2:16][CH2:17][C:18]([OH:20])=[O:19])=[O:14])[N:6]=1. (3) Given the reactants [CH2:1]([C:8]1[CH:9]=[CH:10][C:11]2[O:15][C:14]([C:16]3[CH:17]=[C:18]4[C:23](=[CH:24][CH:25]=3)[CH2:22][NH:21][CH2:20][CH2:19]4)=[CH:13][C:12]=2[CH:26]=1)[C:2]1[CH:7]=[CH:6][CH:5]=[CH:4][CH:3]=1.CCN(C(C)C)C(C)C.[C:36]([O:40][C:41](=[O:44])[CH:42]=[CH2:43])([CH3:39])([CH3:38])[CH3:37], predict the reaction product. The product is: [CH2:1]([C:8]1[CH:9]=[CH:10][C:11]2[O:15][C:14]([C:16]3[CH:17]=[C:18]4[C:23](=[CH:24][CH:25]=3)[CH2:22][N:21]([CH2:43][CH2:42][C:41]([O:40][C:36]([CH3:39])([CH3:38])[CH3:37])=[O:44])[CH2:20][CH2:19]4)=[CH:13][C:12]=2[CH:26]=1)[C:2]1[CH:3]=[CH:4][CH:5]=[CH:6][CH:7]=1. (4) The product is: [Cl:20][CH2:21][CH2:22][CH2:23][CH2:24][CH:25]([C:26]1[NH:58][N:57]=[C:16]([NH:15][C:5]2[CH:4]=[C:3]([F:2])[C:8]([N:9]3[CH:13]=[N:12][C:11]([CH3:14])=[N:10]3)=[CH:7][CH:6]=2)[N:17]=1)[C:29]1[CH:34]=[CH:33][C:32]([O:35][CH2:36][C:37]([F:38])([F:39])[F:40])=[CH:31][CH:30]=1. Given the reactants I.[F:2][C:3]1[CH:4]=[C:5]([NH:15][C:16](SC)=[NH:17])[CH:6]=[CH:7][C:8]=1[N:9]1[CH:13]=[N:12][C:11]([CH3:14])=[N:10]1.[Cl:20][CH2:21][CH2:22][CH2:23][CH2:24][CH:25]([C:29]1[CH:34]=[CH:33][C:32]([O:35][CH2:36][C:37]([F:40])([F:39])[F:38])=[CH:31][CH:30]=1)[C:26](O)=O.CN1CCOCC1.C(N(CC)C(C)C)(C)C.[NH2:57][NH2:58], predict the reaction product.